Dataset: Forward reaction prediction with 1.9M reactions from USPTO patents (1976-2016). Task: Predict the product of the given reaction. (1) Given the reactants [C:1]([C:4]1[N:5]=[CH:6][C:7]([NH:10][C:11](=[O:16])[C:12]([CH3:15])([CH3:14])[CH3:13])=[N:8][CH:9]=1)(=[O:3])[CH3:2].O.[C:18]1(C)C=CC(S(O)(=O)=O)=CC=1.[CH:29](OC)(OC)[O:30]C, predict the reaction product. The product is: [CH3:18][O:3][C:1]([C:4]1[N:5]=[CH:6][C:7]([NH:10][C:11](=[O:16])[C:12]([CH3:15])([CH3:14])[CH3:13])=[N:8][CH:9]=1)([O:30][CH3:29])[CH3:2]. (2) Given the reactants [F:1][C:2]1[CH:3]=[C:4]([CH:7]=[CH:8][C:9]=1[OH:10])[CH:5]=[O:6].C([O-])([O-])=O.[K+].[K+].[CH2:17](I)[CH3:18].O, predict the reaction product. The product is: [CH2:17]([O:10][C:9]1[CH:8]=[CH:7][C:4]([CH:5]=[O:6])=[CH:3][C:2]=1[F:1])[CH3:18]. (3) Given the reactants CC#N.[CH3:4][O:5][C:6](=[O:22])[C:7]1[CH:12]=[CH:11][CH:10]=[CH:9][C:8]=1[C:13](=[O:21])[C:14]1[CH:19]=[CH:18][C:17]([OH:20])=[CH:16][CH:15]=1.C(=O)([O-])[O-].[Cs+].[Cs+].[CH3:29][Si:30]([CH2:33][CH2:34][O:35][CH2:36]Cl)([CH3:32])[CH3:31], predict the reaction product. The product is: [CH3:4][O:5][C:6](=[O:22])[C:7]1[CH:12]=[CH:11][CH:10]=[CH:9][C:8]=1[C:13](=[O:21])[C:14]1[CH:15]=[CH:16][C:17]([O:20][CH2:36][O:35][CH2:34][CH2:33][Si:30]([CH3:32])([CH3:31])[CH3:29])=[CH:18][CH:19]=1. (4) The product is: [CH3:15][O:16][C:17]1[C:22]([O:23][CH3:24])=[CH:21][CH:20]=[CH:19][C:18]=1[C:2]1[CH:3]=[C:4]2[C:9](=[CH:10][CH:11]=1)[NH:8][C:7]([CH3:13])([CH3:12])[CH:6]=[C:5]2[CH3:14]. Given the reactants Br[C:2]1[CH:3]=[C:4]2[C:9](=[CH:10][CH:11]=1)[NH:8][C:7]([CH3:13])([CH3:12])[CH:6]=[C:5]2[CH3:14].[CH3:15][O:16][C:17]1[C:22]([O:23][CH3:24])=[CH:21][CH:20]=[CH:19][C:18]=1B(O)O.[O-]P([O-])([O-])=O.[K+].[K+].[K+], predict the reaction product. (5) Given the reactants C([O:8][C@H:9]1[C@H:15]([O:16]CC2C=CC=CC=2)[C@@H:14]([O:24]CC2C=CC=CC=2)[C@:13]2([C:33]3[CH:38]=[CH:37][C:36]([Cl:39])=[C:35]([CH2:40][C:41]4[CH:46]=[CH:45][C:44]([O:47][C:48]([F:51])([F:50])[F:49])=[CH:43][CH:42]=4)[CH:34]=3)[O:32][C@@:10]1([CH:52]([OH:54])[CH3:53])[CH2:11][O:12]2)C1C=CC=CC=1.ClC1C=CC=CC=1Cl, predict the reaction product. The product is: [Cl:39][C:36]1[CH:37]=[CH:38][C:33]([C@@:13]23[O:32][C@@:10]([CH:52]([OH:54])[CH3:53])([CH2:11][O:12]2)[C@@H:9]([OH:8])[C@H:15]([OH:16])[C@H:14]3[OH:24])=[CH:34][C:35]=1[CH2:40][C:41]1[CH:46]=[CH:45][C:44]([O:47][C:48]([F:50])([F:49])[F:51])=[CH:43][CH:42]=1. (6) Given the reactants [Cl:1][C:2]1[CH:18]=[CH:17][C:5]([CH2:6][NH:7][C:8]([C:10]2([C:13]([F:16])([F:15])[F:14])[CH2:12][CH2:11]2)=[O:9])=[CH:4][C:3]=1[N:19]=[C:20]=S.[Cl:22][C:23]1[C:24]([N:32]2[CH2:37][CH2:36][N:35]([CH3:38])[CH2:34][CH2:33]2)=[CH:25][C:26]([NH:30][CH3:31])=[C:27]([CH:29]=1)[NH2:28].C(Cl)CCl, predict the reaction product. The product is: [Cl:1][C:2]1[CH:18]=[CH:17][C:5]([CH2:6][NH:7][C:8]([C:10]2([C:13]([F:16])([F:15])[F:14])[CH2:12][CH2:11]2)=[O:9])=[CH:4][C:3]=1[NH:19][C:20]1[N:30]([CH3:31])[C:26]2[CH:25]=[C:24]([N:32]3[CH2:33][CH2:34][N:35]([CH3:38])[CH2:36][CH2:37]3)[C:23]([Cl:22])=[CH:29][C:27]=2[N:28]=1.